From a dataset of Full USPTO retrosynthesis dataset with 1.9M reactions from patents (1976-2016). Predict the reactants needed to synthesize the given product. (1) Given the product [F:13][C:10]1[CH:9]=[CH:8][C:7]([CH2:6][CH2:5][C@@H:2]2[CH2:3][O:4][C:15]([NH2:14])=[N:1]2)=[CH:12][CH:11]=1, predict the reactants needed to synthesize it. The reactants are: [NH2:1][C@H:2]([CH2:5][CH2:6][C:7]1[CH:12]=[CH:11][C:10]([F:13])=[CH:9][CH:8]=1)[CH2:3][OH:4].[N:14]#[C:15]Br. (2) Given the product [C:1]([N:5]1[C:9](=[O:10])[C:8]([NH:20][C:21]2[CH:22]=[CH:23][C:24]([NH:27][C:28](=[O:34])[O:29][C:30]([CH3:32])([CH3:31])[CH3:33])=[CH:25][CH:26]=2)=[C:7]([C:12]2[CH:17]=[CH:16][CH:15]=[CH:14][CH:13]=2)[S:6]1(=[O:19])=[O:18])([CH3:4])([CH3:3])[CH3:2], predict the reactants needed to synthesize it. The reactants are: [C:1]([N:5]1[C:9](=[O:10])[C:8](Cl)=[C:7]([C:12]2[CH:17]=[CH:16][CH:15]=[CH:14][CH:13]=2)[S:6]1(=[O:19])=[O:18])([CH3:4])([CH3:3])[CH3:2].[NH2:20][C:21]1[CH:26]=[CH:25][C:24]([NH:27][C:28](=[O:34])[O:29][C:30]([CH3:33])([CH3:32])[CH3:31])=[CH:23][CH:22]=1.CCOC(C)=O. (3) Given the product [O:1]1[C:10]2[C:5](=[CH:6][CH:7]=[CH:8][CH:9]=2)[CH:4]([N:11]2[C:19](=[O:20])[N:18]([CH2:33][C:34]#[N:35])[C:17]3[C:12]2=[N:13][C:14]([N:21]2[C:25]4[CH:26]=[C:27]([C:30]#[N:31])[CH:28]=[CH:29][C:24]=4[N:23]=[CH:22]2)=[N:15][CH:16]=3)[CH2:3][CH2:2]1, predict the reactants needed to synthesize it. The reactants are: [O:1]1[C:10]2[C:5](=[CH:6][CH:7]=[CH:8][CH:9]=2)[C@H:4]([N:11]2[C:19](=[O:20])[NH:18][C:17]3[C:12]2=[N:13][C:14]([N:21]2[C:25]4[CH:26]=[C:27]([C:30]#[N:31])[CH:28]=[CH:29][C:24]=4[N:23]=[CH:22]2)=[N:15][CH:16]=3)[CH2:3][CH2:2]1.Br[CH2:33][C:34]#[N:35].CCN(P1(N(C)CCCN1)=NC(C)(C)C)CC. (4) Given the product [Cl:20][C:21]1[CH:22]=[C:23]2[C:28](=[CH:29][CH:30]=1)[CH:27]=[C:26]([S:31]([CH2:34][CH2:35][C:36]([N:11]1[CH2:10][CH2:9][N:8]([C:12]([O:14][C:15]([CH3:18])([CH3:17])[CH3:16])=[O:13])[CH2:7][CH:6]1[CH2:5][C:4]([O:3][CH2:1][CH3:2])=[O:19])=[O:37])(=[O:32])=[O:33])[CH:25]=[CH:24]2, predict the reactants needed to synthesize it. The reactants are: [CH2:1]([O:3][C:4](=[O:19])[CH2:5][CH:6]1[NH:11][CH2:10][CH2:9][N:8]([C:12]([O:14][C:15]([CH3:18])([CH3:17])[CH3:16])=[O:13])[CH2:7]1)[CH3:2].[Cl:20][C:21]1[CH:22]=[C:23]2[C:28](=[CH:29][CH:30]=1)[CH:27]=[C:26]([S:31]([CH2:34][CH2:35][C:36](O)=[O:37])(=[O:33])=[O:32])[CH:25]=[CH:24]2.C1C=CC2N(O)N=NC=2C=1.CCN=C=NCCCN(C)C.C(=O)([O-])[O-].[K+].[K+]. (5) Given the product [F:17][CH:9]([CH2:10][CH2:11][CH2:12][OH:13])[CH2:8][CH2:7][CH2:6][OH:5], predict the reactants needed to synthesize it. The reactants are: N.C([O:5][CH2:6][CH2:7][CH2:8][CH:9]([F:17])[CH2:10][CH2:11][CH2:12][O:13]C(=O)C)(=O)C. (6) Given the product [CH2:1]([N:8]1[C:12](=[O:13])[CH2:11][CH2:10][C@@H:9]1[C:14]([NH:16][CH:17]([CH:18]([OH:22])[C:19]([NH:35][O:34][CH2:33][CH:30]1[CH2:32][CH2:31]1)=[O:20])[CH2:23][C:24]1[CH:25]=[CH:26][CH:27]=[CH:28][CH:29]=1)=[O:15])[C:2]1[CH:7]=[CH:6][CH:5]=[CH:4][CH:3]=1, predict the reactants needed to synthesize it. The reactants are: [CH2:1]([N:8]1[C:12](=[O:13])[CH2:11][CH2:10][C@@H:9]1[C:14]([NH:16][CH:17]([CH2:23][C:24]1[CH:29]=[CH:28][CH:27]=[CH:26][CH:25]=1)[CH:18]([OH:22])[C:19](O)=[O:20])=[O:15])[C:2]1[CH:7]=[CH:6][CH:5]=[CH:4][CH:3]=1.[CH:30]1([CH2:33][O:34][NH2:35])[CH2:32][CH2:31]1. (7) Given the product [NH2:36][C:30]1([C:28]([NH:27][C@H:3]([C:1]#[N:2])[CH2:4][C:5]2[CH:6]=[CH:7][C:8]([C:11]3[CH:12]=[CH:13][C:14]([S:17]([N:20]4[CH2:21][CH2:22][N:23]([CH3:26])[CH2:24][CH2:25]4)(=[O:18])=[O:19])=[CH:15][CH:16]=3)=[CH:9][CH:10]=2)=[O:29])[CH2:35][CH2:34][O:33][CH2:32][CH2:31]1, predict the reactants needed to synthesize it. The reactants are: [C:1]([C@@H:3]([NH:27][C:28]([C:30]1([NH:36]C(=O)OC(C)(C)C)[CH2:35][CH2:34][O:33][CH2:32][CH2:31]1)=[O:29])[CH2:4][C:5]1[CH:10]=[CH:9][C:8]([C:11]2[CH:16]=[CH:15][C:14]([S:17]([N:20]3[CH2:25][CH2:24][N:23]([CH3:26])[CH2:22][CH2:21]3)(=[O:19])=[O:18])=[CH:13][CH:12]=2)=[CH:7][CH:6]=1)#[N:2]. (8) Given the product [NH:6]1[CH:5]=[CH:4][N:3]=[C:2]1[C:15]1[CH2:20][CH2:19][N:18]([C:21]([O:23][C:24]([CH3:27])([CH3:26])[CH3:25])=[O:22])[CH2:17][CH:16]=1, predict the reactants needed to synthesize it. The reactants are: Br[C:2]1[NH:3][CH:4]=[CH:5][N:6]=1.CC1(C)C(C)(C)OB([C:15]2[CH2:20][CH2:19][N:18]([C:21]([O:23][C:24]([CH3:27])([CH3:26])[CH3:25])=[O:22])[CH2:17][CH:16]=2)O1.C(=O)([O-])[O-].[Na+].[Na+].C(OCC)(=O)C. (9) Given the product [Cl:1][C:2]1[CH:3]=[N+:4]([O-:39])[CH:5]=[C:6]([Cl:38])[C:7]=1[CH2:8][C@@H:9]([C:23]1[CH:28]=[CH:27][C:26]([O:29][CH:30]([F:31])[F:32])=[C:25]([O:33][CH2:34][CH:35]2[CH2:36][CH2:37]2)[CH:24]=1)[O:10][C:11](=[O:12])[N:51]([CH2:50][C:44]1[CH:45]=[CH:46][C:47]([O:48][CH3:49])=[C:42]([O:41][CH3:40])[CH:43]=1)[CH3:55], predict the reactants needed to synthesize it. The reactants are: [Cl:1][C:2]1[CH:3]=[N+:4]([O-:39])[CH:5]=[C:6]([Cl:38])[C:7]=1[CH2:8][C@@H:9]([C:23]1[CH:28]=[CH:27][C:26]([O:29][CH:30]([F:32])[F:31])=[C:25]([O:33][CH2:34][CH:35]2[CH2:37][CH2:36]2)[CH:24]=1)[O:10][C:11](OC1C=CC([N+]([O-])=O)=CC=1)=[O:12].[CH3:40][O:41][C:42]1[CH:43]=[C:44]([CH2:50][NH2:51])[CH:45]=[CH:46][C:47]=1[O:48][CH3:49].[H-].[Na+].I[CH3:55]. (10) The reactants are: [CH2:1]1[O:5][C:4]2[CH:6]=[C:7]([OH:10])[CH:8]=[CH:9][C:3]=2[O:2]1.C(=O)([O-])[O-].[K+].[K+].Br[CH2:18][C:19]([O:21]CC)=[O:20]. Given the product [CH2:1]1[O:2][C:3]2[CH:9]=[CH:8][C:7]([O:10][CH2:18][C:19]([OH:21])=[O:20])=[CH:6][C:4]=2[O:5]1, predict the reactants needed to synthesize it.